From a dataset of Peptide-MHC class I binding affinity with 185,985 pairs from IEDB/IMGT. Regression. Given a peptide amino acid sequence and an MHC pseudo amino acid sequence, predict their binding affinity value. This is MHC class I binding data. (1) The peptide sequence is AMYDPQTYY. The MHC is BoLA-T2a with pseudo-sequence BoLA-T2a. The binding affinity (normalized) is 0.0641. (2) The peptide sequence is FMYTKHSMLT. The MHC is HLA-A02:06 with pseudo-sequence HLA-A02:06. The binding affinity (normalized) is 0.442. (3) The peptide sequence is RQMLHEIGR. The MHC is HLA-A03:01 with pseudo-sequence HLA-A03:01. The binding affinity (normalized) is 0.253. (4) The peptide sequence is IMYDIINSV. The MHC is HLA-A03:01 with pseudo-sequence HLA-A03:01. The binding affinity (normalized) is 0. (5) The MHC is HLA-B15:42 with pseudo-sequence HLA-B15:42. The peptide sequence is FPMAVKLFI. The binding affinity (normalized) is 0.213. (6) The binding affinity (normalized) is 0. The MHC is HLA-B53:01 with pseudo-sequence HLA-B53:01. The peptide sequence is HSNIEEVAL. (7) The peptide sequence is TTDDSTSYY. The MHC is HLA-A02:01 with pseudo-sequence HLA-A02:01. The binding affinity (normalized) is 0.0847.